From a dataset of NCI-60 drug combinations with 297,098 pairs across 59 cell lines. Regression. Given two drug SMILES strings and cell line genomic features, predict the synergy score measuring deviation from expected non-interaction effect. (1) Drug 1: C1CN1C2=NC(=NC(=N2)N3CC3)N4CC4. Drug 2: CN(CC1=CN=C2C(=N1)C(=NC(=N2)N)N)C3=CC=C(C=C3)C(=O)NC(CCC(=O)O)C(=O)O. Cell line: BT-549. Synergy scores: CSS=27.4, Synergy_ZIP=-9.89, Synergy_Bliss=-2.74, Synergy_Loewe=-6.43, Synergy_HSA=0.0234. (2) Drug 1: C1=CC(=CC=C1CCC2=CNC3=C2C(=O)NC(=N3)N)C(=O)NC(CCC(=O)O)C(=O)O. Drug 2: CN1C(=O)N2C=NC(=C2N=N1)C(=O)N. Cell line: UACC62. Synergy scores: CSS=10.8, Synergy_ZIP=-2.04, Synergy_Bliss=5.00, Synergy_Loewe=-5.43, Synergy_HSA=2.91. (3) Drug 2: COCCOC1=C(C=C2C(=C1)C(=NC=N2)NC3=CC=CC(=C3)C#C)OCCOC.Cl. Synergy scores: CSS=8.95, Synergy_ZIP=-0.635, Synergy_Bliss=5.22, Synergy_Loewe=-4.54, Synergy_HSA=3.32. Drug 1: CC1CCC2CC(C(=CC=CC=CC(CC(C(=O)C(C(C(=CC(C(=O)CC(OC(=O)C3CCCCN3C(=O)C(=O)C1(O2)O)C(C)CC4CCC(C(C4)OC)OCCO)C)C)O)OC)C)C)C)OC. Cell line: U251. (4) Drug 1: C1=CC(=CC=C1CC(C(=O)O)N)N(CCCl)CCCl.Cl. Drug 2: C1CCC(C(C1)N)N.C(=O)(C(=O)[O-])[O-].[Pt+4]. Cell line: OVCAR-4. Synergy scores: CSS=4.98, Synergy_ZIP=-0.555, Synergy_Bliss=-0.975, Synergy_Loewe=-38.9, Synergy_HSA=-4.59. (5) Drug 1: C1=NC2=C(N1)C(=S)N=CN2. Drug 2: C1CC(=O)NC(=O)C1N2C(=O)C3=CC=CC=C3C2=O. Cell line: UACC-257. Synergy scores: CSS=1.23, Synergy_ZIP=-4.67, Synergy_Bliss=-0.950, Synergy_Loewe=-20.1, Synergy_HSA=-3.56. (6) Drug 1: C1=C(C(=O)NC(=O)N1)N(CCCl)CCCl. Drug 2: C#CCC(CC1=CN=C2C(=N1)C(=NC(=N2)N)N)C3=CC=C(C=C3)C(=O)NC(CCC(=O)O)C(=O)O. Cell line: MCF7. Synergy scores: CSS=27.5, Synergy_ZIP=3.16, Synergy_Bliss=2.39, Synergy_Loewe=3.10, Synergy_HSA=2.79. (7) Drug 1: C1=NC2=C(N1)C(=S)N=C(N2)N. Drug 2: CC1CCC2CC(C(=CC=CC=CC(CC(C(=O)C(C(C(=CC(C(=O)CC(OC(=O)C3CCCCN3C(=O)C(=O)C1(O2)O)C(C)CC4CCC(C(C4)OC)OCCO)C)C)O)OC)C)C)C)OC. Cell line: MCF7. Synergy scores: CSS=39.2, Synergy_ZIP=-5.95, Synergy_Bliss=-3.70, Synergy_Loewe=0.730, Synergy_HSA=2.82.